From a dataset of Catalyst prediction with 721,799 reactions and 888 catalyst types from USPTO. Predict which catalyst facilitates the given reaction. (1) Reactant: CN1C=CN=C1.[Br:7][C:8]1[N:13]=[C:12]([C:14](=[O:17])[NH:15][CH3:16])[C:11]([NH:18][C:19]2[C:24]([C:25]([F:28])([F:27])[F:26])=[CH:23][N:22]=[C:21]([NH:29][C:30]3[CH:42]=[CH:41][C:33]([CH2:34][P:35](=[O:40])([OH:39])[O:36][CH2:37][CH3:38])=[CH:32][C:31]=3[O:43][CH3:44])[N:20]=2)=[CH:10][CH:9]=1.[CH3:45][C:46]1([CH3:63])[C:50]([CH3:52])([CH3:51])[O:49][B:48]([C:53]2[CH:54]=[N:55][N:56]([CH2:58][CH2:59][C@H:60](O)[CH3:61])[CH:57]=2)[O:47]1.F[P-](F)(F)(F)(F)F.N1(O[P+](N2CCCC2)(N2CCCC2)N2CCCC2)C2C=CC=CC=2N=N1. Product: [Br:7][C:8]1[N:13]=[C:12]([C:14](=[O:17])[NH:15][CH3:16])[C:11]([NH:18][C:19]2[C:24]([C:25]([F:28])([F:26])[F:27])=[CH:23][N:22]=[C:21]([NH:29][C:30]3[CH:42]=[CH:41][C:33]([CH2:34][P:35](=[O:39])([O:40][C@@H:60]([CH2:59][CH2:58][N:56]4[CH:57]=[C:53]([B:48]5[O:47][C:46]([CH3:63])([CH3:45])[C:50]([CH3:51])([CH3:52])[O:49]5)[CH:54]=[N:55]4)[CH3:61])[O:36][CH2:37][CH3:38])=[CH:32][C:31]=3[O:43][CH3:44])[N:20]=2)=[CH:10][CH:9]=1. The catalyst class is: 26. (2) Reactant: [CH3:1][N:2]1[CH2:7][CH2:6][N:5]([C:8]2[CH:16]=[CH:15][C:11]([C:12](O)=[O:13])=[C:10]([N:17]([CH:24]3[CH2:29][CH2:28][O:27][CH2:26][CH2:25]3)C(=O)C(F)(F)F)[CH:9]=2)[CH2:4][CH2:3]1.[H-].[H-].[H-].[H-].[Li+].[Al+3].O. Product: [CH3:1][N:2]1[CH2:3][CH2:4][N:5]([C:8]2[CH:16]=[CH:15][C:11]([CH2:12][OH:13])=[C:10]([NH:17][CH:24]3[CH2:29][CH2:28][O:27][CH2:26][CH2:25]3)[CH:9]=2)[CH2:6][CH2:7]1. The catalyst class is: 7. (3) Reactant: B(Br)(Br)Br.[Br:5][C:6]1[CH:7]=[C:8]2[C:13](=C(OC)[CH:15]=1)[N:12]=[CH:11][NH:10][C:9]2=[O:18].CCN(C(C)C)C(C)C.[C:28]([O:35][C:36]([O:38][C:39]([CH3:42])([CH3:41])[CH3:40])=[O:37])(OC(C)(C)C)=O. Product: [C:36](=[O:37])([O:38][C:39]([CH3:40])([CH3:41])[CH3:42])[O:35][C:28]1[CH:15]=[C:6]([Br:5])[CH:7]=[C:8]2[C:13]=1[N:12]=[CH:11][NH:10][C:9]2=[O:18]. The catalyst class is: 98. (4) Reactant: C(OC([N:11]1[CH2:16][CH2:15][CH:14]([C:17](=[O:34])[NH:18][C:19]2[CH:24]=[C:23]([C:25]3[CH:30]=[CH:29][C:28]([F:31])=[CH:27][C:26]=3[O:32][CH3:33])[N:22]=[CH:21][N:20]=2)[CH2:13][CH2:12]1)=O)C1C=CC=CC=1. Product: [F:31][C:28]1[CH:29]=[CH:30][C:25]([C:23]2[N:22]=[CH:21][N:20]=[C:19]([NH:18][C:17]([CH:14]3[CH2:15][CH2:16][NH:11][CH2:12][CH2:13]3)=[O:34])[CH:24]=2)=[C:26]([O:32][CH3:33])[CH:27]=1. The catalyst class is: 19. (5) Reactant: [OH:1][C:2]1[C:3]([C:17](=O)[CH3:18])=[N:4][N:5]([CH3:16])[C:6]=1[C:7]1[CH:12]=[CH:11][C:10]([CH2:13][CH2:14][CH3:15])=[CH:9][CH:8]=1.[NH:20]([C:22]([NH:24][C:25]1[CH:33]=[CH:32][C:28]([C:29]([OH:31])=[O:30])=[CH:27][CH:26]=1)=[S:23])[NH2:21].CN(C)C=O. Product: [OH:1][C:2]1[C:3]([C:17](=[N:21][NH:20][C:22]([NH:24][C:25]2[CH:33]=[CH:32][C:28]([C:29]([OH:31])=[O:30])=[CH:27][CH:26]=2)=[S:23])[CH3:18])=[N:4][N:5]([CH3:16])[C:6]=1[C:7]1[CH:12]=[CH:11][C:10]([CH2:13][CH2:14][CH3:15])=[CH:9][CH:8]=1. The catalyst class is: 126. (6) Reactant: [NH2:1][CH:2]1[CH2:5][N:4]([C@H:6]2[CH2:11][CH2:10][C@H:9]([CH2:12][NH:13][C:14]3[C:19]([N+:20]([O-:22])=[O:21])=[CH:18][N:17]=[C:16]([NH:23][CH2:24][C:25]4[CH:30]=[CH:29][CH:28]=[CH:27][C:26]=4[O:31][C:32]([F:35])([F:34])[F:33])[N:15]=3)[CH2:8][CH2:7]2)[CH2:3]1.[C:36](OC(=O)C)(=[O:38])[CH3:37].C(N(CC)CC)C. Product: [N+:20]([C:19]1[C:14]([NH:13][CH2:12][C@H:9]2[CH2:10][CH2:11][C@H:6]([N:4]3[CH2:5][CH:2]([NH:1][C:36](=[O:38])[CH3:37])[CH2:3]3)[CH2:7][CH2:8]2)=[N:15][C:16]([NH:23][CH2:24][C:25]2[CH:30]=[CH:29][CH:28]=[CH:27][C:26]=2[O:31][C:32]([F:34])([F:35])[F:33])=[N:17][CH:18]=1)([O-:22])=[O:21]. The catalyst class is: 2.